Dataset: Reaction yield outcomes from USPTO patents with 853,638 reactions. Task: Predict the reaction yield, written as a fraction of the theoretical maximum amount of product (1.0 means a 100% yield; for example, 0.34 means a 34% yield). (1) The reactants are [C:1]([C:5]1[CH:12]=[CH:11][C:10]([N+:13]([O-:15])=[O:14])=[CH:9][C:6]=1[C:7]#[N:8])([CH3:4])([CH3:3])[CH3:2].B.C1COCC1.CO.Cl. The catalyst is C1COCC1.O. The product is [C:1]([C:5]1[CH:12]=[CH:11][C:10]([N+:13]([O-:15])=[O:14])=[CH:9][C:6]=1[CH2:7][NH2:8])([CH3:4])([CH3:2])[CH3:3]. The yield is 0.430. (2) The reactants are [C:1]([C:5]1[C:6]([N+:17]([O-])=O)=[C:7]([OH:16])[C:8]([OH:15])=[C:9]([C:11]([CH3:14])([CH3:13])[CH3:12])[CH:10]=1)([CH3:4])([CH3:3])[CH3:2]. The catalyst is CCO.[Pd]. The product is [C:1]([C:5]1[C:6]([NH2:17])=[C:7]([OH:16])[C:8]([OH:15])=[C:9]([C:11]([CH3:14])([CH3:13])[CH3:12])[CH:10]=1)([CH3:4])([CH3:2])[CH3:3]. The yield is 0.330. (3) The catalyst is [Br-].C[P+](C1C=CC=CC=1)(C1C=CC=CC=1)C1C=CC=CC=1.O1CCCC1. The yield is 0.680. The product is [C:6]([C:8]1[N:12]([CH:13]2[CH2:18][CH2:17][N:16]([C:19]([O:21][CH:22]([CH3:24])[CH3:23])=[O:20])[CH2:15][CH2:14]2)[N:11]=[CH:10][C:9]=1[CH:25]=[CH2:1])#[N:7]. The reactants are [CH2:1]([Li])CCC.[C:6]([C:8]1[N:12]([CH:13]2[CH2:18][CH2:17][N:16]([C:19]([O:21][CH:22]([CH3:24])[CH3:23])=[O:20])[CH2:15][CH2:14]2)[N:11]=[CH:10][C:9]=1[CH:25]=O)#[N:7]. (4) The reactants are [NH2:1][C:2]([O:4][CH2:5][C@@H:6]1[CH2:11][C:10]([C:12]2[N:13]=[C:14]([S:17]CC3C=CC(OC)=CC=3)[S:15][CH:16]=2)=[CH:9][CH2:8][N:7]1[C:27]([O:29][CH2:30][CH:31]=[CH2:32])=[O:28])=[O:3].C1(OC)C=CC=CC=1.C(N)(=S)C1C=CN=CC=1. The catalyst is FC(F)(F)C(O)=O. The product is [NH2:1][C:2]([O:4][CH2:5][C@@H:6]1[CH2:11][C:10]([C:12]2[N:13]=[C:14]([SH:17])[S:15][CH:16]=2)=[CH:9][CH2:8][N:7]1[C:27]([O:29][CH2:30][CH:31]=[CH2:32])=[O:28])=[O:3]. The yield is 0.670. (5) The reactants are Br[C:2]1[CH:3]=[C:4]2[C:10]([C:11]3[CH:21]=[CH:20][C:14]([CH2:15][NH:16][C:17](=[O:19])[CH3:18])=[CH:13][CH:12]=3)=[CH:9][N:8](S(C3C=CC(C)=CC=3)(=O)=O)[C:5]2=[N:6][CH:7]=1.[CH3:32][O:33][C:34]1[CH:35]=[C:36](B(O)O)[CH:37]=[C:38]([O:42][CH3:43])[C:39]=1[O:40][CH3:41].C([O-])([O-])=O.[Na+].[Na+].CCOC(C)=O. The catalyst is CC#N.Cl[Pd](Cl)([P](C1C=CC=CC=1)(C1C=CC=CC=1)C1C=CC=CC=1)[P](C1C=CC=CC=1)(C1C=CC=CC=1)C1C=CC=CC=1. The product is [CH3:43][O:42][C:38]1[CH:37]=[C:36]([C:2]2[CH:3]=[C:4]3[C:10]([C:11]4[CH:21]=[CH:20][C:14]([CH2:15][NH:16][C:17](=[O:19])[CH3:18])=[CH:13][CH:12]=4)=[CH:9][NH:8][C:5]3=[N:6][CH:7]=2)[CH:35]=[C:34]([O:33][CH3:32])[C:39]=1[O:40][CH3:41]. The yield is 0.530.